Dataset: Reaction yield outcomes from USPTO patents with 853,638 reactions. Task: Predict the reaction yield, written as a fraction of the theoretical maximum amount of product (1.0 means a 100% yield; for example, 0.34 means a 34% yield). The reactants are [CH3:1][O:2][C:3]1[CH:4]=[C:5]([C:13]2[C:21]3[C:16](=[CH:17][CH:18]=[C:19]([CH:22]=O)[CH:20]=3)[NH:15][N:14]=2)[CH:6]=[C:7]([O:11][CH3:12])[C:8]=1[O:9][CH3:10].[C:24]([CH2:26][C:27]([NH:29][CH3:30])=[O:28])#[N:25].[CH2:31]1CCN2C(=NCCC2)CC1. The catalyst is C1COCC1.CCOC(C)=O. The product is [C:24]([C:26](=[CH:22][C:19]1[CH:20]=[C:21]2[C:16](=[CH:17][CH:18]=1)[NH:15][N:14]=[C:13]2[C:5]1[CH:4]=[C:3]([O:2][CH3:1])[C:8]([O:9][CH3:10])=[C:7]([O:11][CH3:12])[CH:6]=1)[C:27]([N:29]([CH3:31])[CH3:30])=[O:28])#[N:25]. The yield is 0.260.